From a dataset of Reaction yield outcomes from USPTO patents with 853,638 reactions. Predict the reaction yield, written as a fraction of the theoretical maximum amount of product (1.0 means a 100% yield; for example, 0.34 means a 34% yield). (1) The reactants are Br[C:2]1[CH:10]=[C:9]([C:11]([CH3:14])([CH3:13])[CH3:12])[CH:8]=[CH:7][C:3]=1[C:4]([OH:6])=[O:5].[Cl:15][C:16]1[CH:21]=[C:20]([F:22])[CH:19]=[CH:18][C:17]=1[OH:23].C([O-])([O-])=O.[Cs+].[Cs+]. The catalyst is C1(C)C=CC=CC=1. The product is [C:11]([C:9]1[CH:8]=[CH:7][C:3]([C:4]([OH:6])=[O:5])=[C:2]([O:23][C:17]2[CH:18]=[CH:19][C:20]([F:22])=[CH:21][C:16]=2[Cl:15])[CH:10]=1)([CH3:14])([CH3:13])[CH3:12]. The yield is 0.720. (2) The reactants are Br[C:2]1[S:3][C:4]([C:8]2[N:9]([CH2:13][O:14][CH2:15][CH2:16][Si:17]([CH3:20])([CH3:19])[CH3:18])[CH:10]=[CH:11][N:12]=2)=[C:5]([Br:7])[N:6]=1.C[Sn](C)(C)[C:23]1[CH:28]=[CH:27][N:26]=[C:25]([NH:29][C:30](=[O:32])[CH3:31])[CH:24]=1.[Cl-].[Li+]. The catalyst is O1CCOCC1.C1C=CC([P]([Pd]([P](C2C=CC=CC=2)(C2C=CC=CC=2)C2C=CC=CC=2)([P](C2C=CC=CC=2)(C2C=CC=CC=2)C2C=CC=CC=2)[P](C2C=CC=CC=2)(C2C=CC=CC=2)C2C=CC=CC=2)(C2C=CC=CC=2)C2C=CC=CC=2)=CC=1.[Cu]I. The product is [Br:7][C:5]1[N:6]=[C:2]([C:23]2[CH:28]=[CH:27][N:26]=[C:25]([NH:29][C:30](=[O:32])[CH3:31])[CH:24]=2)[S:3][C:4]=1[C:8]1[N:9]([CH2:13][O:14][CH2:15][CH2:16][Si:17]([CH3:20])([CH3:19])[CH3:18])[CH:10]=[CH:11][N:12]=1. The yield is 0.660. (3) The reactants are [CH3:1][S:2]([CH2:5][CH2:6][CH2:7][O:8][C:9]1[CH:10]=[C:11]2[C:15](=[C:16]([NH:18][S:19]([C:22]3[CH:27]=[CH:26][CH:25]=[CH:24][N:23]=3)(=[O:21])=[O:20])[CH:17]=1)[NH:14][C:13]([C:28]([O:30][CH2:31][CH3:32])=[O:29])=[CH:12]2)(=[O:4])=[O:3].[C:33](=O)([O-])[O-].[K+].[K+].CN(C)C=O.CI. The catalyst is O. The product is [CH3:33][N:18]([S:19]([C:22]1[CH:27]=[CH:26][CH:25]=[CH:24][N:23]=1)(=[O:21])=[O:20])[C:16]1[CH:17]=[C:9]([O:8][CH2:7][CH2:6][CH2:5][S:2]([CH3:1])(=[O:4])=[O:3])[CH:10]=[C:11]2[C:15]=1[NH:14][C:13]([C:28]([O:30][CH2:31][CH3:32])=[O:29])=[CH:12]2. The yield is 0.750. (4) The product is [Br:1][C:2]1[CH:7]=[CH:6][CH:5]=[CH:4][C:3]=1[NH:8][CH2:9][C:10]1[NH:14][C:13]2[CH:15]=[C:16]([CH2:19][CH2:20][CH2:21][OH:22])[CH:17]=[CH:18][C:12]=2[N:11]=1. The catalyst is C1COCC1. The yield is 0.870. The reactants are [Br:1][C:2]1[CH:7]=[CH:6][CH:5]=[CH:4][C:3]=1[NH:8][CH2:9][C:10]1[NH:14][C:13]2[CH:15]=[C:16]([CH2:19][CH2:20][C:21](OC)=[O:22])[CH:17]=[CH:18][C:12]=2[N:11]=1.[H-].[H-].[H-].[H-].[Li+].[Al+3]. (5) The reactants are [C:1]([O:5][C:6]([NH:8][C@@H:9]([C:13]([CH3:16])([CH3:15])[CH3:14])[C:10]([OH:12])=O)=[O:7])([CH3:4])([CH3:3])[CH3:2].C(Cl)CCl.N1C2C(=NC=CC=2)N(O)N=1.[Cl:31][C:32]1[CH:37]=[CH:36][CH:35]=[CH:34][C:33]=1[C@H:38]([N:40]([CH2:53][C:54]1[CH:63]=[CH:62][C:57]([C:58]([O:60][CH3:61])=[O:59])=[CH:56][CH:55]=1)[C:41]([C@@H:43]1[CH2:52][C:51]2[C:46](=[CH:47][CH:48]=[CH:49][CH:50]=2)[CH2:45][NH:44]1)=[O:42])[CH3:39].C(O)(C(F)(F)F)=O.CN1CCOCC1. The catalyst is CN(C=O)C.C(OCC)(=O)C.[Cl-].[Na+].O. The product is [C:1]([O:5][C:6]([NH:8][C@@H:9]([C:13]([CH3:16])([CH3:15])[CH3:14])[C:10]([N:44]1[C@H:43]([C:41]([N:40]([CH2:53][C:54]2[CH:55]=[CH:56][C:57]([C:58]([O:60][CH3:61])=[O:59])=[CH:62][CH:63]=2)[C@@H:38]([C:33]2[CH:34]=[CH:35][CH:36]=[CH:37][C:32]=2[Cl:31])[CH3:39])=[O:42])[CH2:52][C:51]2[C:46](=[CH:47][CH:48]=[CH:49][CH:50]=2)[CH2:45]1)=[O:12])=[O:7])([CH3:2])([CH3:3])[CH3:4]. The yield is 0.780. (6) The catalyst is CN(C=O)C. The reactants are C(Cl)CCl.C1C=CC2N(O)N=NC=2C=1.[NH2:15][CH2:16][C:17]1[C:18]([F:34])=[C:19]([O:24][C:25]2[CH:26]=[C:27]([CH:30]=[C:31]([Cl:33])[CH:32]=2)[C:28]#[N:29])[C:20]([Cl:23])=[CH:21][CH:22]=1.[CH3:35][C:36]([O:39][C:40]([N:42]([C:52]([O:54][C:55]([CH3:58])([CH3:57])[CH3:56])=[O:53])[C:43]1[NH:44][C:45]([C:49](O)=[O:50])=[C:46]([Br:48])[N:47]=1)=[O:41])([CH3:38])[CH3:37].C(=O)(O)[O-].[Na+]. The product is [Br:48][C:46]1[N:47]=[C:43]([N:42]([C:52]([O:54][C:55]([CH3:58])([CH3:57])[CH3:56])=[O:53])[C:40]([O:39][C:36]([CH3:38])([CH3:37])[CH3:35])=[O:41])[NH:44][C:45]=1[C:49]([NH:15][CH2:16][C:17]1[CH:22]=[CH:21][C:20]([Cl:23])=[C:19]([O:24][C:25]2[CH:26]=[C:27]([C:28]#[N:29])[CH:30]=[C:31]([Cl:33])[CH:32]=2)[C:18]=1[F:34])=[O:50]. The yield is 0.340. (7) The reactants are [NH2:1][C:2]1[CH:15]=[CH:14][C:5]([O:6][C:7]2[CH:12]=[CH:11][N:10]=[C:9]([NH2:13])[CH:8]=2)=[CH:4][C:3]=1[Cl:16].Cl[C:18](OC1C=CC=CC=1)=[O:19].[CH2:27]([N:29]([CH2:34][CH3:35])[CH2:30][CH2:31][CH2:32][NH2:33])[CH3:28].C(=O)([O-])O.[Na+]. The catalyst is O1CCCC1.O.C(OCC)(=O)C.CN(C)C=O.C(N(CC)CC)C. The product is [NH2:1][C:2]1[CH:15]=[CH:14][C:5]([O:6][C:7]2[CH:12]=[CH:11][N:10]=[C:9]([NH:13][C:18]([NH:33][CH2:32][CH2:31][CH2:30][N:29]([CH2:34][CH3:35])[CH2:27][CH3:28])=[O:19])[CH:8]=2)=[CH:4][C:3]=1[Cl:16]. The yield is 0.518. (8) The reactants are [C:1]([O:8][CH3:9])(=[O:7])[CH2:2][C:3]([O:5][CH3:6])=[O:4].[H-].[Na+].Cl[C:13]1([C:25]2[C:26]([O:31][CH2:32][CH3:33])=[N:27][CH:28]=[CH:29][CH:30]=2)[C:21]2[C:16](=[CH:17][CH:18]=[C:19]([C:22]#[N:23])[CH:20]=2)[NH:15][C:14]1=[O:24].Cl. The catalyst is CN(C)C=O.ClCCl.CCCCCCC.C(OCC)(=O)C. The product is [CH3:6][O:5][C:3](=[O:4])[CH:2]([C:13]1([C:25]2[C:26]([O:31][CH2:32][CH3:33])=[N:27][CH:28]=[CH:29][CH:30]=2)[C:21]2[C:16](=[CH:17][CH:18]=[C:19]([C:22]#[N:23])[CH:20]=2)[NH:15][C:14]1=[O:24])[C:1]([O:8][CH3:9])=[O:7]. The yield is 1.00.